This data is from CYP1A2 inhibition data for predicting drug metabolism from PubChem BioAssay. The task is: Regression/Classification. Given a drug SMILES string, predict its absorption, distribution, metabolism, or excretion properties. Task type varies by dataset: regression for continuous measurements (e.g., permeability, clearance, half-life) or binary classification for categorical outcomes (e.g., BBB penetration, CYP inhibition). Dataset: cyp1a2_veith. The drug is O=c1c(-c2ccc(F)cc2)nc2cnc(Oc3ccccc3)nc2n1C[C@H]1CCCO1. The result is 1 (inhibitor).